Task: Predict the product of the given reaction.. Dataset: Forward reaction prediction with 1.9M reactions from USPTO patents (1976-2016) (1) The product is: [OH:41][C:34]1[C:35]([O:39][CH3:40])=[CH:36][CH:37]=[CH:38][C:33]=1[C:30]1[CH:29]=[CH:28][C:27]([N:24]2[CH:25]=[CH:26][C:22]([NH:21][C:1]([NH:19][C:15]3[CH:14]=[N:13][CH:18]=[CH:17][CH:16]=3)=[O:2])=[C:23]2[C:42]([O:44][CH2:45][CH3:46])=[O:43])=[CH:32][CH:31]=1. Given the reactants [C:1](C1NC=CN=1)(C1NC=CN=1)=[O:2].[N:13]1[CH:18]=[CH:17][CH:16]=[C:15]([NH2:19])[CH:14]=1.Cl.[NH2:21][C:22]1[CH:26]=[CH:25][N:24]([C:27]2[CH:32]=[CH:31][C:30]([C:33]3[CH:38]=[CH:37][CH:36]=[C:35]([O:39][CH3:40])[C:34]=3[OH:41])=[CH:29][CH:28]=2)[C:23]=1[C:42]([O:44][CH2:45][CH3:46])=[O:43], predict the reaction product. (2) Given the reactants [C:1]1([S:7][C:8]2[CH:13]=[CH:12][C:11]([O:14][CH:15]3[CH2:19][CH2:18][CH2:17][CH2:16]3)=[CH:10][CH:9]=2)[CH:6]=[CH:5][CH:4]=[CH:3][CH:2]=1.[OH:20]O.C1(C)C=CC=CC=1, predict the reaction product. The product is: [C:1]1([S:7]([C:8]2[CH:9]=[CH:10][C:11]([O:14][CH:15]3[CH2:19][CH2:18][CH2:17][CH2:16]3)=[CH:12][CH:13]=2)=[O:20])[CH:6]=[CH:5][CH:4]=[CH:3][CH:2]=1. (3) The product is: [CH2:16]([CH:3]1[NH:2][C:9](=[O:10])[C:8]2[CH:12]=[CH:13][CH:14]=[CH:15][C:7]=2[CH2:6][O:5][CH2:4]1)[C:17]1[CH:22]=[CH:21][CH:20]=[CH:19][CH:18]=1. Given the reactants Cl.[NH2:2][CH:3]([CH2:16][C:17]1[CH:22]=[CH:21][CH:20]=[CH:19][CH:18]=1)[CH2:4][O:5][CH2:6][C:7]1[CH:15]=[CH:14][CH:13]=[CH:12][C:8]=1[C:9](O)=[O:10].CCN(C(C)C)C(C)C.C1N(P(Cl)(N2C(=O)OCC2)=O)C(=O)OC1.CC(=O)OCC, predict the reaction product.